Dataset: Full USPTO retrosynthesis dataset with 1.9M reactions from patents (1976-2016). Task: Predict the reactants needed to synthesize the given product. (1) Given the product [CH3:24][S:25]([O:1][CH2:2][CH2:3][CH:4]1[CH2:9][CH2:8][CH2:7][CH2:6][N:5]1[C:10]([O:12][C:13]([CH3:16])([CH3:15])[CH3:14])=[O:11])(=[O:27])=[O:26], predict the reactants needed to synthesize it. The reactants are: [OH:1][CH2:2][CH2:3][CH:4]1[CH2:9][CH2:8][CH2:7][CH2:6][N:5]1[C:10]([O:12][C:13]([CH3:16])([CH3:15])[CH3:14])=[O:11].C(N(CC)CC)C.[CH3:24][S:25](Cl)(=[O:27])=[O:26].C(=O)([O-])O.[Na+]. (2) Given the product [C:13]([C:2]1[CH:6]=[CH:5][S:4][CH:3]=1)(=[O:9])[C:12]1[CH:24]=[CH:14][CH:15]=[CH:10][CH:11]=1, predict the reactants needed to synthesize it. The reactants are: S1[CH2:6][CH:5](O)[S:4][CH2:3][CH:2]1O.[O:9]1[CH2:13][CH2:12][CH2:11][CH2:10]1.[CH2:14]1[CH2:24]CN2C(=NCCC2)C[CH2:15]1.Cl. (3) Given the product [Cl:31][CH2:20][C:17]1[CH:16]=[CH:15][C:14]([C:12]2[S:13][C:6]3[C:7](=[N:8][CH:9]=[CH:10][C:5]=3[O:4][C:3]3[CH:22]=[CH:23][C:24]([N+:26]([O-:28])=[O:27])=[CH:25][C:2]=3[F:1])[CH:11]=2)=[N:19][CH:18]=1, predict the reactants needed to synthesize it. The reactants are: [F:1][C:2]1[CH:25]=[C:24]([N+:26]([O-:28])=[O:27])[CH:23]=[CH:22][C:3]=1[O:4][C:5]1[CH:10]=[CH:9][N:8]=[C:7]2[CH:11]=[C:12]([C:14]3[N:19]=[CH:18][C:17]([CH2:20]O)=[CH:16][CH:15]=3)[S:13][C:6]=12.S(Cl)([Cl:31])=O. (4) Given the product [CH3:27][C:26]#[C:25][CH2:24][N:20]1[C:19]([N:36]2[CH2:37][C@H:38]([NH2:42])[CH2:39][CH2:40][CH2:41]2)=[N:18][C:17]2[N:16]([CH3:29])[C:14]([N:13]([CH2:12][C:4]3[N:3]=[C:2]([CH3:1])[C:11]4[CH:10]=[CH:9][CH:8]=[CH:7][C:6]=4[N:5]=3)[C:22](=[O:23])[C:21]1=2)=[O:15], predict the reactants needed to synthesize it. The reactants are: [CH3:1][C:2]1[C:11]2[C:6](=[CH:7][CH:8]=[CH:9][CH:10]=2)[N:5]=[C:4]([CH2:12][N:13]2[C:22](=[O:23])[C:21]3[N:20]([CH2:24][C:25]#[C:26][CH3:27])[C:19](Br)=[N:18][C:17]=3[N:16]([CH3:29])[C:14]2=[O:15])[N:3]=1.C(=O)([O-])[O-].[K+].[K+].[NH:36]1[CH2:41][CH2:40][CH2:39][C@@H:38]([NH2:42])[CH2:37]1. (5) Given the product [NH2:22][C:20]1[S:21][CH:2]=[C:3]([C:5]2[C:10]([CH3:11])=[CH:9][C:8]([O:12][CH2:13][CH:14]([OH:17])[CH2:15][OH:16])=[CH:7][C:6]=2[CH3:18])[N:19]=1, predict the reactants needed to synthesize it. The reactants are: Br[CH2:2][C:3]([C:5]1[C:10]([CH3:11])=[CH:9][C:8]([O:12][CH2:13][CH:14]([OH:17])[CH2:15][OH:16])=[CH:7][C:6]=1[CH3:18])=O.[NH2:19][C:20]([NH2:22])=[S:21]. (6) Given the product [CH2:15]1[C:11]2([CH2:10][CH2:9][NH:8][CH2:13][CH2:12]2)[CH2:18][CH2:17][N:16]1[C:19]1[N:20]=[CH:21][C:22]([C:25]#[N:26])=[CH:23][CH:24]=1, predict the reactants needed to synthesize it. The reactants are: C(OC([N:8]1[CH2:13][CH2:12][C:11]2([CH2:18][CH2:17][N:16]([C:19]3[CH:24]=[CH:23][C:22]([C:25]#[N:26])=[CH:21][N:20]=3)[CH2:15]C2)[CH2:10][CH2:9]1)=O)(C)(C)C.Cl.